From a dataset of Forward reaction prediction with 1.9M reactions from USPTO patents (1976-2016). Predict the product of the given reaction. Given the reactants [CH:1]1([NH:5][C:6]2[C:11]([NH2:12])=[CH:10][CH:9]=[C:8](N3CCC(OC)CC3)[N:7]=2)[CH2:4][CH2:3][CH2:2]1.[C:21]([N:29]=[C:30]=S)(=[O:28])[C:22]1[CH:27]=[CH:26][CH:25]=[CH:24][CH:23]=1.[CH:32]1(N=C=N[CH:32]2[CH2:37][CH2:36][CH2:35][CH2:34][CH2:33]2)[CH2:37][CH2:36][CH2:35][CH2:34][CH2:33]1.C1C[O:50][CH2:49]C1, predict the reaction product. The product is: [CH:1]1([N:5]2[C:6]3=[N:7][C:8]([CH:35]4[CH2:36][CH2:37][CH:32]([O:50][CH3:49])[CH2:33][CH2:34]4)=[CH:9][CH:10]=[C:11]3[N:12]=[C:30]2[NH:29][C:21](=[O:28])[C:22]2[CH:27]=[CH:26][CH:25]=[CH:24][CH:23]=2)[CH2:2][CH2:3][CH2:4]1.